From a dataset of Forward reaction prediction with 1.9M reactions from USPTO patents (1976-2016). Predict the product of the given reaction. Given the reactants [F:1][C:2]1[N:10]=[C:9]2[C:5]([N:6]=[CH:7][NH:8]2)=[C:4]([NH:11][C:12]2[C:13]([O:18][CH3:19])=[N:14][N:15]([CH3:17])[CH:16]=2)[N:3]=1.[C:20](=O)([O-])[O-].[K+].[K+].S(OC)(OC)(=O)=O, predict the reaction product. The product is: [F:1][C:2]1[N:10]=[C:9]2[C:5]([N:6]=[CH:7][N:8]2[CH3:20])=[C:4]([NH:11][C:12]2[C:13]([O:18][CH3:19])=[N:14][N:15]([CH3:17])[CH:16]=2)[N:3]=1.